Predict the reactants needed to synthesize the given product. From a dataset of Full USPTO retrosynthesis dataset with 1.9M reactions from patents (1976-2016). Given the product [Br:25][C:26]1[CH:34]=[C:30]([CH:29]=[C:28]([C:35]([N:37]([CH2:41][CH2:42][CH3:43])[CH2:38][CH2:39][CH3:40])=[O:36])[CH:27]=1)[C:31]([NH:8][C@H:9]([C@H:17]([C@@H:18]([CH2:19][CH2:20][S:21][CH3:22])[OH:23])[OH:24])[CH2:10][C:11]1[CH:16]=[CH:15][CH:14]=[CH:13][CH:12]=1)=[O:32], predict the reactants needed to synthesize it. The reactants are: FC(F)(F)C([O-])=O.[NH2:8][C@H:9]([C@@H:17]([OH:24])[C@@H:18]([OH:23])[CH2:19][CH2:20][S:21][CH3:22])[CH2:10][C:11]1[CH:16]=[CH:15][CH:14]=[CH:13][CH:12]=1.[Br:25][C:26]1[CH:27]=[C:28]([C:35]([N:37]([CH2:41][CH2:42][CH3:43])[CH2:38][CH2:39][CH3:40])=[O:36])[CH:29]=[C:30]([CH:34]=1)[C:31](O)=[O:32].CCN(C(C)C)C(C)C.